Task: Predict the reactants needed to synthesize the given product.. Dataset: Full USPTO retrosynthesis dataset with 1.9M reactions from patents (1976-2016) (1) Given the product [CH3:1][O:2][C:3]([C:5]1[S:6][C:7]([C:10]([OH:12])=[O:11])=[CH:8][CH:9]=1)=[O:4], predict the reactants needed to synthesize it. The reactants are: [CH3:1][O:2][C:3]([C:5]1[S:6][C:7]([C:10]([O:12]C)=[O:11])=[CH:8][CH:9]=1)=[O:4].[OH-].[Na+].Cl. (2) Given the product [F:34][C:31]1[CH:32]=[CH:33][C:28]([C:26]2[C:25]([C:35]3[CH:40]=[CH:39][N:38]=[CH:37][CH:36]=3)=[C:24]([C:41]3[CH:46]=[CH:45][C:44]([F:47])=[CH:43][CH:42]=3)[N:23]=[C:22]3[NH:21][N:20]=[C:19]([CH2:18][NH:17][C:14]([CH:11]4[CH2:10][CH2:9][N:8]([C:6]([O:5][C:1]([CH3:2])([CH3:3])[CH3:4])=[O:7])[CH2:13][CH2:12]4)=[O:16])[C:27]=23)=[CH:29][CH:30]=1, predict the reactants needed to synthesize it. The reactants are: [C:1]([O:5][C:6]([N:8]1[CH2:13][CH2:12][CH:11]([C:14]([OH:16])=O)[CH2:10][CH2:9]1)=[O:7])([CH3:4])([CH3:3])[CH3:2].[NH2:17][CH2:18][C:19]1[C:27]2[C:22](=[N:23][C:24]([C:41]3[CH:46]=[CH:45][C:44]([F:47])=[CH:43][CH:42]=3)=[C:25]([C:35]3[CH:40]=[CH:39][N:38]=[CH:37][CH:36]=3)[C:26]=2[C:28]2[CH:33]=[CH:32][C:31]([F:34])=[CH:30][CH:29]=2)[NH:21][N:20]=1. (3) Given the product [CH2:1]([O:3][C:4](=[O:13])[C:5]1[CH:10]=[CH:9][C:8]([F:11])=[CH:7][C:6]=1[NH:12][C:14](=[O:16])[CH3:15])[CH3:2], predict the reactants needed to synthesize it. The reactants are: [CH2:1]([O:3][C:4](=[O:13])[C:5]1[CH:10]=[CH:9][C:8]([F:11])=[CH:7][C:6]=1[NH2:12])[CH3:2].[C:14](Cl)(=[O:16])[CH3:15]. (4) Given the product [NH2:1][C:2]1[N:7]=[CH:6][N:5]=[C:4]2[N:8]([C@@H:24]3[CH2:29][CH2:28][CH2:27][N:26]([C:30]([C:31](=[CH:37][CH:38]4[CH2:40][CH2:39]4)[C:32]#[N:33])=[O:34])[CH2:25]3)[N:9]=[C:10]([C:11]3[CH:12]=[CH:13][C:14]([O:17][C:18]4[CH:19]=[CH:20][CH:21]=[CH:22][CH:23]=4)=[CH:15][CH:16]=3)[C:3]=12, predict the reactants needed to synthesize it. The reactants are: [NH2:1][C:2]1[N:7]=[CH:6][N:5]=[C:4]2[N:8]([CH:24]3[CH2:29][CH2:28][CH2:27][N:26]([C:30](=[O:34])[CH2:31][C:32]#[N:33])[CH2:25]3)[N:9]=[C:10]([C:11]3[CH:16]=[CH:15][C:14]([O:17][C:18]4[CH:23]=[CH:22][CH:21]=[CH:20][CH:19]=4)=[CH:13][CH:12]=3)[C:3]=12.N1[CH2:40][CH2:39][CH2:38][CH2:37]C1.C1(C=O)CC1. (5) Given the product [ClH:27].[NH2:1][CH:2]1[CH2:11][C:10]2[C:5](=[CH:6][CH:7]=[C:8]([O:12][C:13]3[CH:18]=[CH:17][CH:16]=[C:15]([C:19]([F:21])([F:22])[F:20])[CH:14]=3)[CH:9]=2)[N:4]2[C:23](=[O:26])[NH:24][N:25]=[C:3]12, predict the reactants needed to synthesize it. The reactants are: [NH2:1][CH:2]1[CH2:11][C:10]2[C:5](=[CH:6][CH:7]=[C:8]([O:12][C:13]3[CH:18]=[CH:17][CH:16]=[C:15]([C:19]([F:22])([F:21])[F:20])[CH:14]=3)[CH:9]=2)[N:4]2[C:23](=[O:26])[NH:24][N:25]=[C:3]12.[ClH:27].